Dataset: Forward reaction prediction with 1.9M reactions from USPTO patents (1976-2016). Task: Predict the product of the given reaction. Given the reactants [F:1][C:2]1[CH:7]=[C:6]([I:8])[CH:5]=[CH:4][C:3]=1[NH:9][C:10]1[C:18]([C:19](O)=[O:20])=[C:17]2[N:13]([CH2:14][CH2:15][CH2:16]2)[C:12](=[O:22])[C:11]=1[CH3:23].C([O:28][CH2:29][CH2:30][O:31][NH2:32])(C)(C)C.CN(C(ON1N=NC2C=CC=NC1=2)=[N+](C)C)C.F[P-](F)(F)(F)(F)F.CN1CCOCC1, predict the reaction product. The product is: [F:1][C:2]1[CH:7]=[C:6]([I:8])[CH:5]=[CH:4][C:3]=1[NH:9][C:10]1[C:18]([C:19]([NH:32][O:31][CH2:30][CH2:29][OH:28])=[O:20])=[C:17]2[N:13]([CH2:14][CH2:15][CH2:16]2)[C:12](=[O:22])[C:11]=1[CH3:23].